This data is from Forward reaction prediction with 1.9M reactions from USPTO patents (1976-2016). The task is: Predict the product of the given reaction. Given the reactants [NH:1]1[C:9]2[C:4](=[CH:5][CH:6]=[CH:7][C:8]=2[C:10]([OH:12])=O)[CH:3]=[CH:2]1.CN(C(ON1N=NC2C=CC=CC1=2)=[N+](C)C)C.[B-](F)(F)(F)F.C(N(CC)C(C)C)(C)C.[C:44]([C:48]1[CH:65]=[CH:64][C:51]([CH2:52][NH:53][CH2:54][CH2:55][C:56]2[CH:61]=[CH:60][CH:59]=[C:58]([O:62][CH3:63])[CH:57]=2)=[CH:50][CH:49]=1)([CH3:47])([CH3:46])[CH3:45], predict the reaction product. The product is: [C:44]([C:48]1[CH:65]=[CH:64][C:51]([CH2:52][N:53]([CH2:54][CH2:55][C:56]2[CH:61]=[CH:60][CH:59]=[C:58]([O:62][CH3:63])[CH:57]=2)[C:10]([C:8]2[CH:7]=[CH:6][CH:5]=[C:4]3[C:9]=2[NH:1][CH:2]=[CH:3]3)=[O:12])=[CH:50][CH:49]=1)([CH3:47])([CH3:45])[CH3:46].